From a dataset of Catalyst prediction with 721,799 reactions and 888 catalyst types from USPTO. Predict which catalyst facilitates the given reaction. (1) Product: [OH:19][CH:3]1[CH:2]([CH3:1])[CH2:7][CH2:6][CH:5]([NH:8][C:9](=[O:15])[O:10][C:11]([CH3:14])([CH3:13])[CH3:12])[CH2:4]1. The catalyst class is: 1. Reactant: [CH3:1][C:2]1[CH2:7][CH2:6][CH:5]([NH:8][C:9](=[O:15])[O:10][C:11]([CH3:14])([CH3:13])[CH3:12])[CH2:4][CH:3]=1.O.C([OH:19])C.[OH-].[Na+].OO. (2) Reactant: [CH2:1]([N:5]1[C@H:34]([CH2:35][O:36]CC2C=CC=CC=2)[C@@H:25]([O:26]CC2C=CC=CC=2)[C@H:16]([O:17]CC2C=CC=CC=2)[C@@H:7]([O:8]CC2C=CC=CC=2)[CH2:6]1)[CH2:2][CH2:3][CH3:4].Cl.C1C=C2C(C(O)(O)C(=O)C2=CC=1)=O. Product: [CH3:4][CH2:3][CH2:2][CH2:1][N:5]1[C@H:34]([CH2:35][OH:36])[C@@H:25]([OH:26])[C@H:16]([OH:17])[C@@H:7]([OH:8])[CH2:6]1. The catalyst class is: 838.